From a dataset of Catalyst prediction with 721,799 reactions and 888 catalyst types from USPTO. Predict which catalyst facilitates the given reaction. Reactant: [CH3:1]C([O-])(C)C.[K+].[OH:7][C@@H:8]1[CH2:13][C@H:12]([CH2:14][NH:15][C:16]([C:18]2[CH:26]=[CH:25][C:21]3[O:22][CH2:23][O:24][C:20]=3[CH:19]=2)=[O:17])[C@:11]([CH:28]2[CH2:36][CH2:35][C@@:34]3([CH3:37])[CH:30]([CH2:31][CH2:32][C:33]3=O)[C@@H:29]2[OH:39])([CH3:27])[CH2:10][CH2:9]1. Product: [OH:7][C@@H:8]1[CH2:13][C@H:12]([CH2:14][NH:15][C:16]([C:18]2[CH:26]=[CH:25][C:21]3[O:22][CH2:23][O:24][C:20]=3[CH:19]=2)=[O:17])[C@:11]([C@H:28]2[CH2:36][CH2:35][C@@:34]3([CH3:37])[C@@H:30]([CH2:31][CH2:32][C:33]3=[CH2:1])[C@@H:29]2[OH:39])([CH3:27])[CH2:10][CH2:9]1. The catalyst class is: 307.